This data is from Reaction yield outcomes from USPTO patents with 853,638 reactions. The task is: Predict the reaction yield, written as a fraction of the theoretical maximum amount of product (1.0 means a 100% yield; for example, 0.34 means a 34% yield). (1) The reactants are [F:1][C:2]1[CH:7]=[CH:6][C:5]([CH:8]([CH2:12][CH:13]=[CH2:14])[C:9](O)=[O:10])=[CH:4][CH:3]=1.[CH3:15][N:16](C(ON1N=NC2C=CC=CC1=2)=[N+](C)C)C.[B-](F)(F)(F)F.CN.CCN(C(C)C)C(C)C. The catalyst is C(Cl)Cl. The product is [F:1][C:2]1[CH:7]=[CH:6][C:5]([CH:8]([CH2:12][CH:13]=[CH2:14])[C:9]([NH:16][CH3:15])=[O:10])=[CH:4][CH:3]=1. The yield is 0.780. (2) The reactants are [Cl:1][C:2]1[CH:3]=[C:4]([NH2:25])[C:5]([NH:9][CH:10]2[CH2:15][CH2:14][N:13]([C@H:16]3[CH2:21][CH2:20][C@H:19]([O:22][CH2:23][CH3:24])[CH2:18][CH2:17]3)[CH2:12][CH2:11]2)=[CH:6][C:7]=1[CH3:8].C(N(C(C)C)CC)(C)C.Cl[C:36](Cl)([O:38]C(=O)OC(Cl)(Cl)Cl)Cl.C([O-])(O)=O.[Na+]. The catalyst is ClCCl.O. The product is [ClH:1].[Cl:1][C:2]1[C:7]([CH3:8])=[CH:6][C:5]2[N:9]([CH:10]3[CH2:15][CH2:14][N:13]([C@H:16]4[CH2:21][CH2:20][C@H:19]([O:22][CH2:23][CH3:24])[CH2:18][CH2:17]4)[CH2:12][CH2:11]3)[C:36](=[O:38])[NH:25][C:4]=2[CH:3]=1. The yield is 0.700.